This data is from Forward reaction prediction with 1.9M reactions from USPTO patents (1976-2016). The task is: Predict the product of the given reaction. (1) Given the reactants [F-:1].[K+].I([C:6]1[CH:7]=[C:8]([CH:16]=[CH:17][C:18]=1[N+:19]([O-:21])=[O:20])[C:9]([NH:11][CH2:12][C:13]([O-:15])=[O:14])=[O:10])(=O)=O.[K+].C1OCCOCCOCCOCCOCCOC1, predict the reaction product. The product is: [F:1][C:6]1[CH:7]=[C:8]([CH:16]=[CH:17][C:18]=1[N+:19]([O-:21])=[O:20])[C:9]([NH:11][CH2:12][C:13]([OH:15])=[O:14])=[O:10]. (2) Given the reactants [CH3:1][C:2]1[O:6][N:5]=[C:4]([C:7]2[CH:12]=[CH:11][CH:10]=[CH:9][CH:8]=2)[C:3]=1[CH2:13][NH2:14].[CH:15]([NH:18][C:19]([C:21]1[S:25][C:24](Cl)=[N:23][CH:22]=1)=[O:20])([CH3:17])[CH3:16], predict the reaction product. The product is: [CH:15]([NH:18][C:19]([C:21]1[S:25][C:24]([NH:14][CH2:13][C:3]2[C:4]([C:7]3[CH:12]=[CH:11][CH:10]=[CH:9][CH:8]=3)=[N:5][O:6][C:2]=2[CH3:1])=[N:23][CH:22]=1)=[O:20])([CH3:17])[CH3:16].